This data is from Full USPTO retrosynthesis dataset with 1.9M reactions from patents (1976-2016). The task is: Predict the reactants needed to synthesize the given product. (1) Given the product [CH3:1][CH:2]1[CH2:6][C:5]2[CH:7]=[CH:8][CH:9]=[C:10]([P:12]([C:10]3[C:4]4[O:3][CH:2]([CH3:1])[CH2:6][C:5]=4[CH:7]=[CH:8][CH:9]=3)[CH2:13][CH2:14][CH2:15][P:16]([C:10]3[C:4]4[O:3][CH:2]([CH3:1])[CH2:6][C:5]=4[CH:7]=[CH:8][CH:9]=3)[C:10]3[C:4]4[O:3][CH:2]([CH3:1])[CH2:6][C:5]=4[CH:7]=[CH:8][CH:9]=3)[C:4]=2[O:3]1, predict the reactants needed to synthesize it. The reactants are: [CH3:1][CH:2]1[CH2:6][C:5]2[CH:7]=[CH:8][CH:9]=[CH:10][C:4]=2[O:3]1.Cl[P:12](Cl)[CH2:13][CH2:14][CH2:15][P:16](Cl)Cl. (2) Given the product [Cl:19][C:20]1[CH:33]=[CH:32][C:31]([NH:34][C:35]2[O:18][C:17]3[CH:16]=[CH:15][C:4]([O:5][C:6]4[CH:11]=[CH:10][N:9]=[C:8]([C:12]([NH2:14])=[O:13])[CH:7]=4)=[CH:3][C:2]=3[N:1]=2)=[CH:30][C:21]=1[O:22][CH2:23][C@@H:24]1[CH2:28][CH2:27][CH2:26][N:25]1[CH3:29], predict the reactants needed to synthesize it. The reactants are: [NH2:1][C:2]1[CH:3]=[C:4]([CH:15]=[CH:16][C:17]=1[OH:18])[O:5][C:6]1[CH:11]=[CH:10][N:9]=[C:8]([C:12]([NH2:14])=[O:13])[CH:7]=1.[Cl:19][C:20]1[CH:33]=[CH:32][C:31]([N:34]=[C:35]=S)=[CH:30][C:21]=1[O:22][CH2:23][C@@H:24]1[CH2:28][CH2:27][CH2:26][N:25]1[CH3:29]. (3) Given the product [Cl:1][C:2]1[CH:3]=[C:4]([C:8]2([CH:13]=[O:29])[CH2:12][CH2:11][CH2:10][CH2:9]2)[CH:5]=[CH:6][CH:7]=1, predict the reactants needed to synthesize it. The reactants are: [Cl:1][C:2]1[CH:3]=[C:4]([C:8]2([C:13]#N)[CH2:12][CH2:11][CH2:10][CH2:9]2)[CH:5]=[CH:6][CH:7]=1.FC(F)(F)C1C=CC(C2(C=[O:29])CCCC2)=CC=1. (4) Given the product [O:1]1[C:5]2[CH:6]=[CH:7][CH:8]=[CH:9][C:4]=2[CH:3]=[C:2]1[C:10]([NH:12][C:13]1[S:14][CH:15]=[C:16]([C:18]2[CH:17]=[CH:16][C:15]3[S:14][CH:13]=[N:12][C:40]=3[CH:41]=2)[C:17]=1[C:18]([OH:20])=[O:19])=[O:11], predict the reactants needed to synthesize it. The reactants are: [O:1]1[C:5]2[CH:6]=[CH:7][CH:8]=[CH:9][C:4]=2[CH:3]=[C:2]1[C:10]([NH:12][C:13]1[S:14][CH:15]=[C:16](OS(C(F)(F)F)(=O)=O)[C:17]=1[C:18]([O:20]C(C)(C)C)=[O:19])=[O:11].C([O-])(O)=O.[Na+].CO[CH2:40][CH2:41]OC. (5) Given the product [F:25][C:23]1[CH:22]=[CH:21][C:13]2[N:14]([C:15]3[CH:20]=[CH:19][CH:18]=[CH:17][CH:16]=3)[C:10]([C@@H:8]([NH2:7])[CH3:9])=[N:11][C:12]=2[CH:24]=1, predict the reactants needed to synthesize it. The reactants are: C(OC(=O)[NH:7][C@H:8]([C:10]1[N:14]([C:15]2[CH:20]=[CH:19][CH:18]=[CH:17][CH:16]=2)[C:13]2[CH:21]=[CH:22][C:23]([F:25])=[CH:24][C:12]=2[N:11]=1)[CH3:9])(C)(C)C.C(O)(C(F)(F)F)=O. (6) Given the product [S:23]1[C:19]2[CH:18]=[C:17]([N:3]3[C:2]([CH3:15])([CH3:1])[CH2:6][N:5]([C:7]4[CH:8]=[N:9][CH:10]=[CH:11][C:12]=4[CH3:13])[C:4]3=[O:14])[CH:25]=[CH:24][C:20]=2[N:21]=[CH:22]1, predict the reactants needed to synthesize it. The reactants are: [CH3:1][C:2]1([CH3:15])[CH2:6][N:5]([C:7]2[CH:8]=[N:9][CH:10]=[CH:11][C:12]=2[CH3:13])[C:4](=[O:14])[NH:3]1.I[C:17]1[CH:25]=[CH:24][C:20]2[N:21]=[CH:22][S:23][C:19]=2[CH:18]=1.N[C@@H]1CCCC[C@H]1N.P([O-])([O-])([O-])=O.[K+].[K+].[K+]. (7) The reactants are: [OH:1][C:2]1[CH:3]=[C:4]2[C:8](=[CH:9][CH:10]=1)[NH:7][CH:6]=[C:5]2[CH2:11][C:12]([OH:14])=[O:13].[C:15](Cl)(=O)C. Given the product [CH3:15][O:13][C:12](=[O:14])[CH2:11][C:5]1[C:4]2[C:8](=[CH:9][CH:10]=[C:2]([OH:1])[CH:3]=2)[NH:7][CH:6]=1, predict the reactants needed to synthesize it. (8) Given the product [OH:8][CH2:9][CH2:10][O:11][CH2:12][C:13]([CH3:16])([OH:15])[CH3:14], predict the reactants needed to synthesize it. The reactants are: C([O:8][CH2:9][CH2:10][O:11][CH2:12][C:13]([CH3:16])([OH:15])[CH3:14])C1C=CC=CC=1.